From a dataset of Full USPTO retrosynthesis dataset with 1.9M reactions from patents (1976-2016). Predict the reactants needed to synthesize the given product. The reactants are: CS[C:3]1[CH:8]=[CH:7][C:6]([N+:9]([O-:11])=[O:10])=[CH:5][N:4]=1.[S:12](=[O:16])(=O)(O)[OH:13].[O-][Mn](=O)(=O)=O.[K+].[CH3:23]C(C)=O. Given the product [CH3:23][S:12]([C:3]1[CH:8]=[CH:7][C:6]([N+:9]([O-:11])=[O:10])=[CH:5][N:4]=1)(=[O:16])=[O:13], predict the reactants needed to synthesize it.